Dataset: Peptide-MHC class I binding affinity with 185,985 pairs from IEDB/IMGT. Task: Regression. Given a peptide amino acid sequence and an MHC pseudo amino acid sequence, predict their binding affinity value. This is MHC class I binding data. (1) The MHC is HLA-A68:02 with pseudo-sequence HLA-A68:02. The peptide sequence is YMLFTKFFYL. The binding affinity (normalized) is 0.788. (2) The peptide sequence is PYCYDTNLL. The MHC is HLA-A30:02 with pseudo-sequence HLA-A30:02. The binding affinity (normalized) is 0.00835.